This data is from Peptide-MHC class I binding affinity with 185,985 pairs from IEDB/IMGT. The task is: Regression. Given a peptide amino acid sequence and an MHC pseudo amino acid sequence, predict their binding affinity value. This is MHC class I binding data. (1) The peptide sequence is RSNDTELNY. The MHC is HLA-B57:01 with pseudo-sequence HLA-B57:01. The binding affinity (normalized) is 0.0847. (2) The peptide sequence is ERYFRINSL. The MHC is HLA-B07:02 with pseudo-sequence HLA-B07:02. The binding affinity (normalized) is 0.166. (3) The MHC is HLA-A02:06 with pseudo-sequence HLA-A02:06. The binding affinity (normalized) is 0. The peptide sequence is GPSHKARVL. (4) The peptide sequence is ITLWQRPIV. The MHC is HLA-B44:03 with pseudo-sequence HLA-B44:03. The binding affinity (normalized) is 0. (5) The peptide sequence is PIIVAGFSGK. The MHC is HLA-A33:01 with pseudo-sequence HLA-A33:01. The binding affinity (normalized) is 0.00847. (6) The peptide sequence is CFTSLVWAPLILA. The MHC is HLA-A33:01 with pseudo-sequence HLA-A33:01. The binding affinity (normalized) is 0.0602. (7) The MHC is HLA-B27:05 with pseudo-sequence HLA-B27:05. The peptide sequence is TTAEFTVPK. The binding affinity (normalized) is 0.0847. (8) The peptide sequence is LTPERGWL. The MHC is Mamu-A01 with pseudo-sequence Mamu-A01. The binding affinity (normalized) is 0.772. (9) The peptide sequence is GYSVLHLAI. The MHC is H-2-Kd with pseudo-sequence H-2-Kd. The binding affinity (normalized) is 0.792. (10) The binding affinity (normalized) is 0. The peptide sequence is VFHELPSLC. The MHC is HLA-A26:01 with pseudo-sequence HLA-A26:01.